The task is: Predict the reactants needed to synthesize the given product.. This data is from Full USPTO retrosynthesis dataset with 1.9M reactions from patents (1976-2016). (1) Given the product [Cl:1][C:2]1[CH:3]=[C:4]([CH2:13][CH2:14][C:15]2([CH:23]3[CH2:27][CH2:26][CH2:25][CH2:24]3)[O:20][C:19](=[O:21])[C:18]([CH2:64][C:56]3[N:55]([CH3:54])[C:59]4[CH:60]=[CH:61][CH:62]=[CH:63][C:58]=4[N:57]=3)=[C:17]([OH:22])[CH2:16]2)[CH:5]=[CH:6][C:7]=1[O:8][CH2:9][CH:10]1[CH2:12][CH2:11]1, predict the reactants needed to synthesize it. The reactants are: [Cl:1][C:2]1[CH:3]=[C:4]([CH2:13][CH2:14][C:15]2([CH:23]3[CH2:27][CH2:26][CH2:25][CH2:24]3)[O:20][C:19](=[O:21])[CH2:18][C:17](=[O:22])[CH2:16]2)[CH:5]=[CH:6][C:7]=1[O:8][CH2:9][CH:10]1[CH2:12][CH2:11]1.ClC1C=C(CCC2(C3CCCC3)OC(=O)CC(=O)C2)C=CC=1OC(C)C.[CH3:54][N:55]1[C:59]2[CH:60]=[CH:61][CH:62]=[CH:63][C:58]=2[N:57]=[C:56]1[CH:64]=O.CC1C=C(C)N2N=C(C=O)N=C2N=1. (2) Given the product [CH2:30]([O:23][C:22](=[O:24])[CH2:21][NH:20][C:18]([O:17][C:13]([CH3:16])([CH3:14])[CH3:15])=[O:19])[CH2:29][CH2:28]/[CH:27]=[CH:26]/[CH3:25], predict the reactants needed to synthesize it. The reactants are: C1N=CN(C(N2C=NC=C2)=O)C=1.[C:13]([O:17][C:18]([NH:20][CH2:21][C:22]([OH:24])=[O:23])=[O:19])([CH3:16])([CH3:15])[CH3:14].[CH2:25](O)[CH2:26][CH2:27]/[CH:28]=[CH:29]/[CH3:30]. (3) Given the product [OH:32][NH:31][C:15]([C@H:14]1[C@H:13]2[CH2:18][C@H:10]([CH2:11][CH2:12]2)[N:9]1[C@H:7]([C:1]1[CH:6]=[CH:5][CH:4]=[CH:3][CH:2]=1)[CH3:8])=[O:16], predict the reactants needed to synthesize it. The reactants are: [C:1]1([C@@H:7]([N:9]2[C@@H:14]([C:15](O)=[O:16])[C@H:13]3[CH2:18][C@@H:10]2[CH2:11][CH2:12]3)[CH3:8])[CH:6]=[CH:5][CH:4]=[CH:3][CH:2]=1.C(Cl)(=O)C(Cl)=O.CN(C)C=O.Cl.[NH2:31][OH:32].C(N(CC)CC)C. (4) Given the product [F:22][C:9]([F:23])([C:10]1[CH:15]=[CH:14][C:13]([CH2:16][CH2:17][CH2:18][CH2:19][CH2:20][OH:21])=[CH:12][CH:11]=1)[O:8][C:7]1[CH:24]=[CH:25][C:4]([O:3][C:2]([F:1])([F:39])[C:27]2[CH:28]=[CH:29][C:30]([CH2:33][CH2:34][CH2:35][CH2:36][CH2:37][OH:38])=[CH:31][CH:32]=2)=[C:5]([CH3:26])[CH:6]=1, predict the reactants needed to synthesize it. The reactants are: [F:1][C:2]([F:39])([C:27]1[CH:32]=[CH:31][C:30]([C:33]#[C:34][CH2:35][CH2:36][CH2:37][OH:38])=[CH:29][CH:28]=1)[O:3][C:4]1[CH:25]=[CH:24][C:7]([O:8][C:9]([F:23])([F:22])[C:10]2[CH:15]=[CH:14][C:13]([C:16]#[C:17][CH2:18][CH2:19][CH2:20][OH:21])=[CH:12][CH:11]=2)=[CH:6][C:5]=1[CH3:26]. (5) The reactants are: [Si:1]([O:8][CH:9]1[CH2:13][CH2:12][N:11]([C:14]2[CH:22]=[C:21]3[C:17]([C:18]4[C:26]([C:27]5[C:28]([CH3:45])=[C:29]([NH:33][CH2:34][C:35]6[CH:43]=[CH:42][C:41]([Cl:44])=[CH:40][C:36]=6[C:37](O)=[O:38])[CH:30]=[CH:31][CH:32]=5)=[CH:25][N:24]=[C:23]([C:46](=[O:48])[NH2:47])[C:19]=4[NH:20]3)=[CH:16][CH:15]=2)[CH2:10]1)([C:4]([CH3:7])([CH3:6])[CH3:5])([CH3:3])[CH3:2].CCN(C(C)C)C(C)C.CN1CCOCC1.F[P-](F)(F)(F)(F)F.N1(O[P+](N(C)C)(N(C)C)N(C)C)C2C=CC=CC=2N=N1. Given the product [Si:1]([O:8][CH:9]1[CH2:13][CH2:12][N:11]([C:14]2[CH:22]=[C:21]3[C:17]([C:18]4[C:26]([C:27]5[CH:32]=[CH:31][CH:30]=[C:29]([N:33]6[CH2:34][C:35]7[C:36](=[CH:40][C:41]([Cl:44])=[CH:42][CH:43]=7)[C:37]6=[O:38])[C:28]=5[CH3:45])=[CH:25][N:24]=[C:23]([C:46]([NH2:47])=[O:48])[C:19]=4[NH:20]3)=[CH:16][CH:15]=2)[CH2:10]1)([C:4]([CH3:7])([CH3:5])[CH3:6])([CH3:2])[CH3:3], predict the reactants needed to synthesize it.